Dataset: Forward reaction prediction with 1.9M reactions from USPTO patents (1976-2016). Task: Predict the product of the given reaction. (1) The product is: [CH2:12]([O:11][C:4]1[CH:9]=[CH:8][N+:7]([O-:10])=[CH:6][CH:5]=1)[CH3:13]. Given the reactants [N+]([C:4]1[CH:9]=[CH:8][N+:7]([O-:10])=[CH:6][CH:5]=1)([O-])=O.[O-:11][CH2:12][CH3:13].[Na+], predict the reaction product. (2) Given the reactants [CH3:1][C:2]1[CH:7]=[C:6]([CH:8]([CH2:13][N+:14]([O-])=O)[CH2:9][N+:10]([O-])=O)[CH:5]=[CH:4][C:3]=1[N+:17]([O-])=O, predict the reaction product. The product is: [NH2:17][C:3]1[CH:4]=[CH:5][C:6]([CH:8]([CH2:13][NH2:14])[CH2:9][NH2:10])=[CH:7][C:2]=1[CH3:1]. (3) Given the reactants [CH2:1]1[N:6](C(OCC)=O)[CH2:5][CH2:4][N:3]2[C:12]3[CH:18]=[CH:17][C:16]([C:19]([O:21]CC)=[O:20])=[CH:15][C:13]=3[N:14]=[C:2]12.[OH-].[Na+].O.Cl, predict the reaction product. The product is: [CH2:1]1[NH:6][CH2:5][CH2:4][N:3]2[C:12]3[CH:18]=[CH:17][C:16]([C:19]([OH:21])=[O:20])=[CH:15][C:13]=3[N:14]=[C:2]12. (4) Given the reactants [CH2:1]([N:3]([CH2:29][CH3:30])[C:4](=[O:28])[O:5][C:6]1[CH:11]=[C:10]([C:12](C)(C)[CH3:13])[CH:9]=[C:8](C(C)(C)C)[C:7]=1[O:20][C:21](=[O:27])[N:22]([CH2:25][CH3:26])[CH2:23][CH3:24])[CH3:2].[CH:31]1C2C(=CC=CC=2)C=C(O)[C:32]=1O, predict the reaction product. The product is: [CH2:25]([N:22]([CH2:23][CH3:24])[C:21](=[O:27])[O:20][C:7]1[C:6]([O:5][C:4](=[O:28])[N:3]([CH2:29][CH3:30])[CH2:1][CH3:2])=[CH:11][C:10]2[C:9](=[CH:31][CH:32]=[CH:13][CH:12]=2)[CH:8]=1)[CH3:26]. (5) Given the reactants [OH:1][CH:2]([C:6]1[CH:11]=[CH:10][C:9]([C:12]2[N:16]=[C:15]([C:17]3[O:21][N:20]=[C:19]([C:22]4[CH:27]=[CH:26][CH:25]=[CH:24][CH:23]=4)[C:18]=3[C:28]([F:31])([F:30])[F:29])[O:14][N:13]=2)=[CH:8][CH:7]=1)[C:3](O)=[O:4].[NH2:32][CH2:33][CH2:34][NH:35][C:36](=[O:42])[O:37][C:38]([CH3:41])([CH3:40])[CH3:39].CN1CCOCC1.CN(C(ON1N=NC2C=CC=NC1=2)=[N+](C)C)C.F[P-](F)(F)(F)(F)F, predict the reaction product. The product is: [OH:1][CH:2]([C:6]1[CH:7]=[CH:8][C:9]([C:12]2[N:16]=[C:15]([C:17]3[O:21][N:20]=[C:19]([C:22]4[CH:23]=[CH:24][CH:25]=[CH:26][CH:27]=4)[C:18]=3[C:28]([F:31])([F:29])[F:30])[O:14][N:13]=2)=[CH:10][CH:11]=1)[C:3]([NH:32][CH2:33][CH2:34][NH:35][C:36](=[O:42])[O:37][C:38]([CH3:40])([CH3:39])[CH3:41])=[O:4].